From a dataset of NCI-60 drug combinations with 297,098 pairs across 59 cell lines. Regression. Given two drug SMILES strings and cell line genomic features, predict the synergy score measuring deviation from expected non-interaction effect. Drug 1: C1CC2CC3=C(CC1C24CN(S(=O)(=O)N4)CC(F)(F)F)C=CC(=C3)C=CCN5CCC(CC5)C(F)(F)F. Drug 2: CC(C)(C1=NC(=CC=C1)N2C3=NC(=NC=C3C(=O)N2CC=C)NC4=CC=C(C=C4)N5CCN(CC5)C)O. Cell line: SW-620. Synergy scores: CSS=41.5, Synergy_ZIP=0.374, Synergy_Bliss=-0.479, Synergy_Loewe=-34.7, Synergy_HSA=0.954.